This data is from Full USPTO retrosynthesis dataset with 1.9M reactions from patents (1976-2016). The task is: Predict the reactants needed to synthesize the given product. (1) Given the product [ClH:22].[CH2:1]([O:8][C:9]1[CH:15]=[C:14]([Br:16])[CH:13]=[CH:12][C:10]=1[NH:11][NH2:17])[C:2]1[CH:3]=[CH:4][CH:5]=[CH:6][CH:7]=1, predict the reactants needed to synthesize it. The reactants are: [CH2:1]([O:8][C:9]1[CH:15]=[C:14]([Br:16])[CH:13]=[CH:12][C:10]=1[NH2:11])[C:2]1[CH:7]=[CH:6][CH:5]=[CH:4][CH:3]=1.[N:17]([O-])=O.[Na+].[Sn](Cl)[Cl:22].[OH-].[Na+]. (2) Given the product [CH3:1][S:2][CH:3]([C:9]1[CH:14]=[C:13]([CH:15]=[O:16])[CH:12]=[CH:11][C:10]=1[O:17][CH3:18])[C:4]([OH:6])=[O:5], predict the reactants needed to synthesize it. The reactants are: [CH3:1][S:2][CH:3]([C:9]1[CH:14]=[C:13]([CH:15]=[O:16])[CH:12]=[CH:11][C:10]=1[O:17][CH3:18])[C:4]([O:6]CC)=[O:5].[OH-].[Na+].Cl. (3) Given the product [CH:14]([N:11]1[C:12]2[C:8](=[C:7]([C:17]3[CH:22]=[CH:21][C:20]([CH3:23])=[CH:19][N:18]=3)[CH:6]=[C:5]([C:3]([OH:4])=[O:2])[CH:13]=2)[CH:9]=[N:10]1)([CH3:16])[CH3:15], predict the reactants needed to synthesize it. The reactants are: C[O:2][C:3]([C:5]1[CH:13]=[C:12]2[C:8]([CH:9]=[N:10][N:11]2[CH:14]([CH3:16])[CH3:15])=[C:7]([C:17]2[CH:22]=[CH:21][C:20]([CH3:23])=[CH:19][N:18]=2)[CH:6]=1)=[O:4].[OH-].[Na+]. (4) Given the product [CH2:1]([O:4][C:5]1[CH:10]=[C:9]([O:11][CH2:12][CH:13]=[CH2:14])[C:8]([CH2:15][C:16]#[C:17][CH3:18])=[CH:7][C:6]=1[C:19]1[N:20]([C:21]2[CH:26]=[CH:25][C:24]([CH2:35][N:42]3[CH2:46][CH2:45][O:50][CH2:47][CH2:43]3)=[CH:23][CH:22]=2)[C:54](=[O:53])[NH:34][N:33]=1)[CH:2]=[CH2:3], predict the reactants needed to synthesize it. The reactants are: [CH2:1]([O:4][C:5]1[CH:10]=[C:9]([O:11][CH2:12][CH:13]=[CH2:14])[C:8]([CH2:15][C:16]#[C:17][CH3:18])=[CH:7][C:6]=1[C:19](=[N:33][NH2:34])[NH:20][C:21]1[CH:26]=[CH:25][C:24](N2CCOCC2)=[CH:23][CH:22]=1)[CH:2]=[CH2:3].[C:35]([N:42]1[CH:46]=[CH:45]N=[CH:43]1)(N1C=CN=C1)=O.[C:47](=[O:50])([O-])[O-].[Na+].[Na+].[O:53]1CCC[CH2:54]1. (5) Given the product [C:3]([C:2]1([C:1]([O:7][CH2:8][CH3:9])=[O:6])[CH2:12][CH2:11]1)(=[O:4])[CH3:5], predict the reactants needed to synthesize it. The reactants are: [C:1]([O:7][CH2:8][CH3:9])(=[O:6])[CH2:2][C:3]([CH3:5])=[O:4].Br[CH:11](Br)[CH3:12].C(=O)([O-])[O-].[K+].[K+]. (6) Given the product [C:11]([O:14][C:15](=[O:16])[NH:2][CH:3]1[CH2:8][CH2:7][CH:6]([OH:9])[CH2:5][CH2:4]1)([CH3:13])([CH3:12])[CH3:10], predict the reactants needed to synthesize it. The reactants are: Cl.[NH2:2][C@H:3]1[CH2:8][CH2:7][C@H:6]([OH:9])[CH2:5][CH2:4]1.[CH3:10][C:11]([O:14][C:15](O[C:15]([O:14][C:11]([CH3:13])([CH3:12])[CH3:10])=[O:16])=[O:16])([CH3:13])[CH3:12].C(N(CC)CC)C. (7) Given the product [Cl:1][C:2]1[C:13]2[CH2:12][CH2:11][N:10]([CH3:14])[CH2:9][CH2:8][N:7]3[C:6]=2[C:5]([C:16]2[CH2:21][CH2:20][CH2:19][CH2:18][C:17]=23)=[CH:4][CH:3]=1, predict the reactants needed to synthesize it. The reactants are: [Cl:1][C:2]1[C:13]2[CH2:12][CH2:11][N:10]([CH3:14])[CH2:9][CH2:8][N:7](N)[C:6]=2[CH:5]=[CH:4][CH:3]=1.[C:16]1(=O)[CH2:21][CH2:20][CH2:19][CH2:18][CH2:17]1.O.C1(C)C=CC(S(O)(=O)=O)=CC=1.